This data is from Full USPTO retrosynthesis dataset with 1.9M reactions from patents (1976-2016). The task is: Predict the reactants needed to synthesize the given product. (1) Given the product [F:42][C:39]1[CH:40]=[CH:41][C:36]([CH2:35][O:1][C:2]2[CH:7]=[CH:6][C:5]([C:8]3[CH:12]=[C:11]([C:13]([NH:15][CH:16]([CH:21]([CH3:23])[CH3:22])[C:17]([O:19][CH3:20])=[O:18])=[O:14])[O:10][N:9]=3)=[CH:4][CH:3]=2)=[CH:37][CH:38]=1, predict the reactants needed to synthesize it. The reactants are: [OH:1][C:2]1[CH:7]=[CH:6][C:5]([C:8]2[CH:12]=[C:11]([C:13]([NH:15][CH:16]([CH:21]([CH3:23])[CH3:22])[C:17]([O:19][CH3:20])=[O:18])=[O:14])[O:10][N:9]=2)=[CH:4][CH:3]=1.CC(C)=O.C(=O)([O-])[O-].[K+].[K+].Br[CH2:35][C:36]1[CH:41]=[CH:40][C:39]([F:42])=[CH:38][CH:37]=1. (2) Given the product [Cl:40][C:25]1[C:26]([NH:28][C:29]2[CH:34]=[CH:33][CH:32]=[CH:31][C:30]=2[S:35]([NH:38][CH3:39])(=[O:37])=[O:36])=[N:27][C:22]([NH:1][C:2]2[CH:3]=[C:4]3[C:10](=[CH:11][CH:12]=2)[CH:9]2[CH2:13][CH2:14][CH:5]3[CH2:6][N:7]([C:15](=[O:20])[C:16]([F:19])([F:17])[F:18])[CH2:8]2)=[N:23][CH:24]=1, predict the reactants needed to synthesize it. The reactants are: [NH2:1][C:2]1[CH:3]=[C:4]2[C:10](=[CH:11][CH:12]=1)[CH:9]1[CH2:13][CH2:14][CH:5]2[CH2:6][N:7]([C:15](=[O:20])[C:16]([F:19])([F:18])[F:17])[CH2:8]1.Cl[C:22]1[N:27]=[C:26]([NH:28][C:29]2[CH:34]=[CH:33][CH:32]=[CH:31][C:30]=2[S:35]([NH:38][CH3:39])(=[O:37])=[O:36])[C:25]([Cl:40])=[CH:24][N:23]=1. (3) Given the product [Br:1][C:2]1[N:3]=[C:4]([CH:9]2[O:13][CH2:12][CH2:11][O:10]2)[N:5]([CH3:8])[CH:6]=1, predict the reactants needed to synthesize it. The reactants are: [Br:1][C:2]1[N:3]=[C:4]([CH:9]2[O:13][CH2:12][CH2:11][O:10]2)[N:5]([CH3:8])[C:6]=1Br.[Li]CCCC.O. (4) Given the product [C:24]([O:23][C:21](=[O:22])[CH2:20][O:12][C:10]1[CH:9]=[CH:8][C:6]([OH:7])=[C:5]([C:1]([CH3:4])([CH3:2])[CH3:3])[CH:11]=1)([CH3:27])([CH3:26])[CH3:25], predict the reactants needed to synthesize it. The reactants are: [C:1]([C:5]1[CH:11]=[C:10]([OH:12])[CH:9]=[CH:8][C:6]=1[OH:7])([CH3:4])([CH3:3])[CH3:2].C([O-])([O-])=O.[K+].[K+].Br[CH2:20][C:21]([O:23][C:24]([CH3:27])([CH3:26])[CH3:25])=[O:22]. (5) Given the product [CH:17]1([C:16]2[C:10]3[CH2:9][NH:8][CH2:13][CH2:12][C:11]=3[NH:14][N:15]=2)[CH2:20][CH2:19][CH2:18]1, predict the reactants needed to synthesize it. The reactants are: C(OC([N:8]1[CH2:13][CH2:12][C:11]2[NH:14][N:15]=[C:16]([CH:17]3[CH2:20][CH2:19][CH2:18]3)[C:10]=2[CH2:9]1)=O)(C)(C)C.Cl.O1CCOCC1. (6) Given the product [ClH:1].[CH3:11][N:10]1[C:6]2[C:5]([C:12]([N:14]3[CH2:19][CH2:18][O:17][CH2:16][CH2:15]3)=[O:13])=[CH:4][N:3]=[C:2]([NH:31][C:30]3[CH:32]=[CH:33][CH:34]=[C:28]([O:27][C:26]([F:25])([F:35])[F:36])[CH:29]=3)[C:7]=2[N:8]=[CH:9]1, predict the reactants needed to synthesize it. The reactants are: [Cl:1][C:2]1[C:7]2[N:8]=[CH:9][N:10]([CH3:11])[C:6]=2[C:5]([C:12]([N:14]2[CH2:19][CH2:18][O:17][CH2:16][CH2:15]2)=[O:13])=[CH:4][N:3]=1.CS(O)(=O)=O.[F:25][C:26]([F:36])([F:35])[O:27][C:28]1[CH:29]=[C:30]([CH:32]=[CH:33][CH:34]=1)[NH2:31]. (7) Given the product [CH:18]1([NH:21][C:22](=[O:36])[C:23]2[CH:28]=[CH:27][C:26]([N:29]3[CH2:34][CH2:33][N:32]([CH2:2][C:3]4[CH:12]=[N:11][C:10]5[N:9]6[CH2:13][CH2:14][CH2:15][CH2:16][C@H:8]6[C:7](=[O:17])[NH:6][C:5]=5[CH:4]=4)[CH2:31][CH2:30]3)=[C:25]([F:35])[CH:24]=2)[CH2:19][CH2:20]1, predict the reactants needed to synthesize it. The reactants are: O[CH2:2][C:3]1[CH:12]=[N:11][C:10]2[N:9]3[CH2:13][CH2:14][CH2:15][CH2:16][C@H:8]3[C:7](=[O:17])[NH:6][C:5]=2[CH:4]=1.[CH:18]1([NH:21][C:22](=[O:36])[C:23]2[CH:28]=[CH:27][C:26]([N:29]3[CH2:34][CH2:33][NH:32][CH2:31][CH2:30]3)=[C:25]([F:35])[CH:24]=2)[CH2:20][CH2:19]1.[I-].C(C[P+](C)(C)C)#N.C(N(CC)C(C)C)(C)C.